From a dataset of Full USPTO retrosynthesis dataset with 1.9M reactions from patents (1976-2016). Predict the reactants needed to synthesize the given product. (1) Given the product [F:14][C:11]1[CH:12]=[CH:13][C:8]([N:4]2[CH:5]=[CH:6][N:7]=[C:2]([C:22]#[N:23])[C:3]2=[O:15])=[CH:9][CH:10]=1, predict the reactants needed to synthesize it. The reactants are: Cl[C:2]1[C:3](=[O:15])[N:4]([C:8]2[CH:13]=[CH:12][C:11]([F:14])=[CH:10][CH:9]=2)[CH:5]=[CH:6][N:7]=1.CCOC(C)=O.[CH3:22][N:23]1CCCC1=O. (2) Given the product [C:4]([C:6]1[S:10][C:9]([NH:11][C:20]([CH:17]2[CH2:19][CH2:18]2)=[O:21])=[N:8][C:7]=1[C:12]1[O:13][CH:14]=[CH:15][CH:16]=1)(=[O:5])[CH2:1][CH2:2][CH3:3], predict the reactants needed to synthesize it. The reactants are: [CH2:1]([C:4]([C:6]1[S:10][C:9]([NH2:11])=[N:8][C:7]=1[C:12]1[O:13][CH:14]=[CH:15][CH:16]=1)=[O:5])[CH2:2][CH3:3].[CH:17]1([C:20](Cl)=[O:21])[CH2:19][CH2:18]1.C(=O)([O-])O.[Na+]. (3) Given the product [CH:15]([C:5]1[NH:4][C:3]([C:16]([O:18][CH2:19][CH3:20])=[O:17])=[C:2]([CH3:1])[C:6]=1[S:7]([N:10]1[CH2:14][CH2:13][CH2:12][CH2:11]1)(=[O:8])=[O:9])=[O:22], predict the reactants needed to synthesize it. The reactants are: [CH3:1][C:2]1[C:6]([S:7]([N:10]2[CH2:14][CH2:13][CH2:12][CH2:11]2)(=[O:9])=[O:8])=[C:5]([CH3:15])[NH:4][C:3]=1[C:16]([O:18][CH2:19][CH3:20])=[O:17].S(Cl)(Cl)(=O)=[O:22]. (4) The reactants are: [F:1][C:2]1[CH:7]=[CH:6][C:5]([NH:8][C:9]2[CH:14]=[C:13]([NH:15][CH3:16])[N:12]=[CH:11][N:10]=2)=[CH:4][CH:3]=1.[Cl:17][C:18]1[CH:19]=[C:20]([N:24]=[C:25]=[O:26])[CH:21]=[CH:22][CH:23]=1. Given the product [Cl:17][C:18]1[CH:19]=[C:20]([NH:24][C:25](=[O:26])[N:15]([C:13]2[CH:14]=[C:9]([NH:8][C:5]3[CH:6]=[CH:7][C:2]([F:1])=[CH:3][CH:4]=3)[N:10]=[CH:11][N:12]=2)[CH3:16])[CH:21]=[CH:22][CH:23]=1, predict the reactants needed to synthesize it. (5) Given the product [CH2:29]([O:28][C:26](=[O:27])[CH2:25][NH:22][C:23]([NH:1][C:2]1[O:6][C:5]([C:7]2[CH:12]=[CH:11][N:10]=[CH:9][C:8]=2[NH:13][C:14]2[CH:19]=[CH:18][C:17]([I:20])=[CH:16][C:15]=2[F:21])=[N:4][N:3]=1)=[O:24])[CH3:30], predict the reactants needed to synthesize it. The reactants are: [NH2:1][C:2]1[O:6][C:5]([C:7]2[CH:12]=[CH:11][N:10]=[CH:9][C:8]=2[NH:13][C:14]2[CH:19]=[CH:18][C:17]([I:20])=[CH:16][C:15]=2[F:21])=[N:4][N:3]=1.[N:22]([CH2:25][C:26]([O:28][CH2:29][CH3:30])=[O:27])=[C:23]=[O:24].N(CC([O-])=O)=C=O. (6) Given the product [CH2:21]([N:23]([CH3:24])[CH2:19][C:18]#[C:17][C:10]1[CH:11]=[CH:12][C:13]([N+:14]([O-:16])=[O:15])=[C:8]([N:5]2[CH2:6][CH2:7][CH:2]([CH3:1])[CH2:3][CH2:4]2)[CH:9]=1)[CH3:22], predict the reactants needed to synthesize it. The reactants are: [CH3:1][CH:2]1[CH2:7][CH2:6][N:5]([C:8]2[CH:9]=[C:10]([C:17]#[C:18][CH2:19]O)[CH:11]=[CH:12][C:13]=2[N+:14]([O-:16])=[O:15])[CH2:4][CH2:3]1.[CH2:21]([N:23](CC)[CH2:24]C)[CH3:22].CS(Cl)(=O)=O.O. (7) Given the product [Cl:36][C:37]1[CH:42]=[CH:41][CH:40]=[C:39]([Cl:43])[C:38]=1[NH:44][C:45]([NH:1][C:2]1[C:3]([C:12]([N:14]([CH2:22][C:23]2[CH:28]=[CH:27][CH:26]=[CH:25][CH:24]=2)[CH2:15][CH2:16][C:17]([O:19][CH2:20][CH3:21])=[O:18])=[O:13])=[CH:4][C:5]2[C:10]([CH:11]=1)=[CH:9][CH:8]=[CH:7][CH:6]=2)=[O:46], predict the reactants needed to synthesize it. The reactants are: [NH2:1][C:2]1[C:3]([C:12]([N:14]([CH2:22][C:23]2[CH:28]=[CH:27][CH:26]=[CH:25][CH:24]=2)[CH2:15][CH2:16][C:17]([O:19][CH2:20][CH3:21])=[O:18])=[O:13])=[CH:4][C:5]2[C:10]([CH:11]=1)=[CH:9][CH:8]=[CH:7][CH:6]=2.C(N(CC)CC)C.[Cl:36][C:37]1[CH:42]=[CH:41][CH:40]=[C:39]([Cl:43])[C:38]=1[N:44]=[C:45]=[O:46].